This data is from Reaction yield outcomes from USPTO patents with 853,638 reactions. The task is: Predict the reaction yield, written as a fraction of the theoretical maximum amount of product (1.0 means a 100% yield; for example, 0.34 means a 34% yield). The reactants are [C:1]1([C@H:7]2[NH:11][C@@H:10]([CH2:12][OH:13])[CH2:9][CH2:8]2)[CH:6]=[CH:5][CH:4]=[CH:3][CH:2]=1.CCN(CC)CC.[CH3:21][Si:22](Cl)([CH3:24])[CH3:23].O. The catalyst is C(Cl)Cl. The product is [C:1]1([C@H:7]2[CH2:8][CH2:9][C@@H:10]([CH2:12][O:13][Si:22]([CH3:24])([CH3:23])[CH3:21])[NH:11]2)[CH:2]=[CH:3][CH:4]=[CH:5][CH:6]=1. The yield is 0.890.